This data is from Peptide-MHC class I binding affinity with 185,985 pairs from IEDB/IMGT. The task is: Regression. Given a peptide amino acid sequence and an MHC pseudo amino acid sequence, predict their binding affinity value. This is MHC class I binding data. (1) The peptide sequence is QKDINTPGY. The MHC is HLA-B58:01 with pseudo-sequence HLA-B58:01. The binding affinity (normalized) is 0.0847. (2) The peptide sequence is ARPKRWLLI. The MHC is HLA-A02:06 with pseudo-sequence HLA-A02:06. The binding affinity (normalized) is 0.